This data is from Reaction yield outcomes from USPTO patents with 853,638 reactions. The task is: Predict the reaction yield, written as a fraction of the theoretical maximum amount of product (1.0 means a 100% yield; for example, 0.34 means a 34% yield). The reactants are [F:1][C:2]1[CH:11]=[CH:10][C:9]([O:12][CH2:13][CH2:14][CH3:15])=[C:8]2[C:3]=1[C:4](=[O:26])[C:5]([C:16]1[CH:25]=[CH:24][C:19]([C:20]([O:22]C)=[O:21])=[CH:18][CH:17]=1)=[CH:6][NH:7]2.C(O)C.C1COCC1.[OH-].[Li+]. The catalyst is O. The product is [F:1][C:2]1[CH:11]=[CH:10][C:9]([O:12][CH2:13][CH2:14][CH3:15])=[C:8]2[C:3]=1[C:4](=[O:26])[C:5]([C:16]1[CH:17]=[CH:18][C:19]([C:20]([OH:22])=[O:21])=[CH:24][CH:25]=1)=[CH:6][NH:7]2. The yield is 0.950.